Dataset: HIV replication inhibition screening data with 41,000+ compounds from the AIDS Antiviral Screen. Task: Binary Classification. Given a drug SMILES string, predict its activity (active/inactive) in a high-throughput screening assay against a specified biological target. (1) The drug is COC(=O)Cc1cc(O)c2c(c1O)C(=O)c1ccccc1C2=O. The result is 0 (inactive). (2) The molecule is O=c1c(=Cc2ccccc2)sc2n1C(c1ccccc1)C1(O)CCCCC1N=2. The result is 0 (inactive). (3) The drug is c1ccc(N=c2sc3ccccc3sc2=Nc2ccccc2)cc1. The result is 0 (inactive). (4) The compound is CCOC(=O)c1c(NC(=O)CCC(=O)Nc2sc(C)c(C)c2C(=O)OCC)sc(C)c1C. The result is 0 (inactive). (5) The drug is CCCCCCCCCCON=Cc1c2c(O)c3c(O)c(C)c4c(c3c1O)C(=O)C(C)(OC=CC(OC)C(C)C(OC(C)=O)C(C)C(O)C(C)C(O)C(C)C=CC=C(C)C(=O)N2)O4. The result is 0 (inactive). (6) The drug is Cc1ccc(S(=O)(=O)C(C#N)=CNC(=S)Nc2ccc(C)cc2C)cc1. The result is 0 (inactive). (7) The molecule is COc1ccc2c(c1OC)C13CCCCC1C(C2)[N+](C)(C)CC3.[I-]. The result is 0 (inactive). (8) The molecule is C#CC1(O)CCC2C3CCc4cc(OC)ccc4C3CCC21C. The result is 0 (inactive).